Task: Predict the product of the given reaction.. Dataset: Forward reaction prediction with 1.9M reactions from USPTO patents (1976-2016) (1) Given the reactants [Br:1][C:2](=[CH2:17])[CH2:3][CH2:4][CH2:5][CH2:6][O:7][C:8](=[O:16])[C:9]1[CH:14]=[CH:13][C:12]([CH3:15])=[CH:11][CH:10]=1.C(Cl)Cl.[CH:21]([Br:24])(Br)[Br:22].[OH-].[K+], predict the reaction product. The product is: [Br:1][C:2]1([CH2:3][CH2:4][CH2:5][CH2:6][O:7][C:8](=[O:16])[C:9]2[CH:14]=[CH:13][C:12]([CH3:15])=[CH:11][CH:10]=2)[CH2:17][C:21]1([Br:24])[Br:22]. (2) Given the reactants [CH3:1][C:2]1[N:3]([C:16]2[CH:21]=[CH:20][CH:19]=[CH:18][CH:17]=2)[C:4]([C:10]2[CH:15]=[CH:14][CH:13]=[CH:12][CH:11]=2)=[CH:5][C:6]=1[C:7](O)=[O:8].CN(C(F)=[N+:26]([CH3:28])C)C.F[P-](F)(F)(F)(F)F.CCN(C(C)C)C(C)C.[CH:46]1(NC)[CH2:51][CH2:50][CH2:49][CH2:48][CH2:47]1, predict the reaction product. The product is: [CH:46]1([CH2:28][NH:26][C:7]([C:6]2[CH:5]=[C:4]([C:10]3[CH:15]=[CH:14][CH:13]=[CH:12][CH:11]=3)[N:3]([C:16]3[CH:21]=[CH:20][CH:19]=[CH:18][CH:17]=3)[C:2]=2[CH3:1])=[O:8])[CH2:51][CH2:50][CH2:49][CH2:48][CH2:47]1. (3) Given the reactants OC(C(F)(F)F)=O.[N:8]1[CH:9]=[C:10]([C:17]#[C:18][C:19]2[CH:20]=[C:21]([NH2:26])[CH:22]=[CH:23][C:24]=2[CH3:25])[N:11]2[C:16]=1[CH:15]=[CH:14][CH:13]=[N:12]2.[CH3:27][N:28]([CH3:47])[CH2:29][CH2:30][S:31][C:32]1[NH:33][C:34]([C:40]2[CH:45]=[CH:44][C:43]([F:46])=[CH:42][CH:41]=2)=[C:35]([C:37](O)=[O:38])[N:36]=1.CN(C(ON1N=NC2C=CC=NC1=2)=[N+](C)C)C.F[P-](F)(F)(F)(F)F.CCN(C(C)C)C(C)C, predict the reaction product. The product is: [CH3:27][N:28]([CH3:47])[CH2:29][CH2:30][S:31][C:32]1[NH:33][C:34]([C:40]2[CH:41]=[CH:42][C:43]([F:46])=[CH:44][CH:45]=2)=[C:35]([C:37]([NH:26][C:21]2[CH:22]=[CH:23][C:24]([CH3:25])=[C:19]([C:18]#[C:17][C:10]3[N:11]4[N:12]=[CH:13][CH:14]=[CH:15][C:16]4=[N:8][CH:9]=3)[CH:20]=2)=[O:38])[N:36]=1. (4) Given the reactants [N+:1]([C:4]1[CH:5]=[N:6][CH:7]=[CH:8][C:9]=1O)([O-:3])=[O:2].O=P(Cl)(Cl)[Cl:13], predict the reaction product. The product is: [Cl:13][C:9]1[CH:8]=[CH:7][N:6]=[CH:5][C:4]=1[N+:1]([O-:3])=[O:2]. (5) Given the reactants [OH-].[Li+].[F:3][C:4]1[CH:5]=[C:6]([C:10]2[CH:18]=[C:17]3[C:13]([CH2:14][CH2:15][CH:16]3[N:19]([C:23]3[CH:24]=[C:25]([CH:32]=[CH:33][CH:34]=3)[O:26][CH2:27][C:28]([O:30]C)=[O:29])[C:20](=[O:22])[CH3:21])=[CH:12][CH:11]=2)[CH:7]=[CH:8][CH:9]=1, predict the reaction product. The product is: [F:3][C:4]1[CH:5]=[C:6]([C:10]2[CH:18]=[C:17]3[C:13]([CH2:14][CH2:15][CH:16]3[N:19]([C:23]3[CH:24]=[C:25]([CH:32]=[CH:33][CH:34]=3)[O:26][CH2:27][C:28]([OH:30])=[O:29])[C:20](=[O:22])[CH3:21])=[CH:12][CH:11]=2)[CH:7]=[CH:8][CH:9]=1.